This data is from Forward reaction prediction with 1.9M reactions from USPTO patents (1976-2016). The task is: Predict the product of the given reaction. (1) Given the reactants [N+]([C:4]1[CH:5]=[C:6]2[C:12]([C:13](O)=O)=C[NH:10][C:7]2=N[CH:9]=1)([O-])=O.C[N:17](C(ON1N=NC2C=CC=CC1=2)=[N+](C)C)C.[B-](F)(F)(F)F.CCN(C(C)C)C(C)C.N1C2C(=CC=CN=2)C=C1, predict the reaction product. The product is: [NH:17]1[C:12]2[C:6](=[CH:5][CH:4]=[CH:9][CH:13]=2)[CH:7]=[N:10]1. (2) Given the reactants [NH2:1][N:2]1[N:11]=[C:10]([C:12]2[CH:17]=[CH:16][C:15]([Cl:18])=[CH:14][CH:13]=2)[C:9]2[C:4](=[CH:5][CH:6]=[CH:7][CH:8]=2)[C:3]1=[O:19].[Cl:20][C:21]1[CH:26]=[CH:25][C:24]([CH2:27][C:28](O)=[O:29])=[CH:23][CH:22]=1, predict the reaction product. The product is: [Cl:20][C:21]1[CH:26]=[CH:25][C:24]([CH2:27][C:28]([NH:1][N:2]2[N:11]=[C:10]([C:12]3[CH:17]=[CH:16][C:15]([Cl:18])=[CH:14][CH:13]=3)[C:9]3[C:4](=[CH:5][CH:6]=[CH:7][CH:8]=3)[C:3]2=[O:19])=[O:29])=[CH:23][CH:22]=1. (3) The product is: [CH2:3]([O:10][C:12]1[CH:17]=[CH:16][C:15]([N+:18]([O-:20])=[O:19])=[CH:14][C:13]=1[C:21]([F:22])([F:23])[F:24])[C:4]1[CH:9]=[CH:8][CH:7]=[CH:6][CH:5]=1. Given the reactants [H-].[Na+].[CH2:3]([OH:10])[C:4]1[CH:9]=[CH:8][CH:7]=[CH:6][CH:5]=1.Cl[C:12]1[CH:17]=[CH:16][C:15]([N+:18]([O-:20])=[O:19])=[CH:14][C:13]=1[C:21]([F:24])([F:23])[F:22].C(O)(=O)C, predict the reaction product. (4) The product is: [C:61]([NH:69][C:48]1[N:53]=[CH:52][C:51]([CH:54]([CH3:60])[C:55]([O:57][CH2:58][CH3:59])=[O:56])=[CH:50][CH:49]=1)(=[O:68])[C:62]1[CH:67]=[CH:66][CH:65]=[CH:64][CH:63]=1. Given the reactants C1C=CC(P(C2C(C3C(P(C4C=CC=CC=4)C4C=CC=CC=4)=CC=C4C=3C=CC=C4)=C3C(C=CC=C3)=CC=2)C2C=CC=CC=2)=CC=1.Cl[C:48]1[N:53]=[CH:52][C:51]([CH:54]([CH3:60])[C:55]([O:57][CH2:58][CH3:59])=[O:56])=[CH:50][CH:49]=1.[C:61]([NH2:69])(=[O:68])[C:62]1[CH:67]=[CH:66][CH:65]=[CH:64][CH:63]=1.C([O-])([O-])=O.[Cs+].[Cs+], predict the reaction product.